The task is: Predict the reactants needed to synthesize the given product.. This data is from Full USPTO retrosynthesis dataset with 1.9M reactions from patents (1976-2016). (1) Given the product [Br:12][CH2:11][C:8]1[CH:9]=[CH:10][C:4]2[O:3][C:2]([CH3:1])=[N:6][C:5]=2[CH:7]=1, predict the reactants needed to synthesize it. The reactants are: [CH3:1][C:2]1[O:3][C:4]2[CH:10]=[CH:9][C:8]([CH3:11])=[CH:7][C:5]=2[N:6]=1.[Br:12]N1C(=O)CCC1=O.C(OOC(=O)C1C=CC=CC=1)(=O)C1C=CC=CC=1. (2) Given the product [O:1]1[C:5]2[CH:6]=[CH:7][CH:8]=[CH:9][C:4]=2[CH:3]=[C:2]1[C:10]1[N:14]2[N:15]=[C:16]([O:19][CH2:20][CH2:21][CH2:22][S:23](=[N:27][C:26]#[N:25])[CH3:24])[CH:17]=[CH:18][C:13]2=[N:12][CH:11]=1, predict the reactants needed to synthesize it. The reactants are: [O:1]1[C:5]2[CH:6]=[CH:7][CH:8]=[CH:9][C:4]=2[CH:3]=[C:2]1[C:10]1[N:14]2[N:15]=[C:16]([O:19][CH2:20][CH2:21][CH2:22][S:23][CH3:24])[CH:17]=[CH:18][C:13]2=[N:12][CH:11]=1.[N:25]#[C:26][NH2:27].[K].C([O-])(C)(C)C.BrN1C(=O)CCC1=O.S([O-])([O-])(=O)=S.[Na+].[Na+]. (3) Given the product [CH3:45][C:42]1[S:43][CH:44]=[C:40](/[CH:39]=[C:38](/[C@H:13]2[O:12][C:11](=[O:47])[CH2:10][C@H:9]([OH:8])[C:24]([CH3:26])([CH3:25])[C:23](=[O:27])[C@H:22]([CH3:28])[C@@H:21]([OH:29])[C@@H:20]([CH3:37])[CH2:19][CH2:18][CH2:17][CH:16]=[CH:15][CH2:14]2)\[CH3:46])[N:41]=1, predict the reactants needed to synthesize it. The reactants are: [Si]([O:8][C@@H:9]1[C:24]([CH3:26])([CH3:25])[C:23](=[O:27])[C@H:22]([CH3:28])[C@@H:21]([O:29][Si](C(C)(C)C)(C)C)[C@@H:20]([CH3:37])[CH2:19][CH2:18][CH2:17][CH:16]=[CH:15][CH2:14][C@@H:13](/[C:38](/[CH3:46])=[CH:39]/[C:40]2[N:41]=[C:42]([CH3:45])[S:43][CH:44]=2)[O:12][C:11](=[O:47])[CH2:10]1)(C(C)(C)C)(C)C.